This data is from Forward reaction prediction with 1.9M reactions from USPTO patents (1976-2016). The task is: Predict the product of the given reaction. (1) Given the reactants [Br:1][C:2]1[CH:3]=[C:4]([NH:9][C:10]2[C:11]3[CH:19]=[C:18]([NH:20]CC4C=CC(OC)=CC=4)[N:17]=[CH:16][C:12]=3[N:13]=[CH:14][N:15]=2)[CH:5]=[CH:6][C:7]=1[F:8].C1(OC)C=CC=CC=1, predict the reaction product. The product is: [Br:1][C:2]1[CH:3]=[C:4]([NH:9][C:10]2[C:11]3[CH:19]=[C:18]([NH2:20])[N:17]=[CH:16][C:12]=3[N:13]=[CH:14][N:15]=2)[CH:5]=[CH:6][C:7]=1[F:8]. (2) Given the reactants [CH:1]([C:3]1[N:8]=[C:7]([CH3:9])[CH:6]=[C:5]([C:10]([O:12][CH3:13])=[O:11])[CH:4]=1)=O.[CH2:14]([C:16]1[N:17]([CH2:23][C:24]2[CH:29]=[CH:28][C:27]([F:30])=[CH:26][CH:25]=2)[C:18]([CH2:21][NH2:22])=[N:19][N:20]=1)[CH3:15], predict the reaction product. The product is: [CH2:14]([C:16]1[N:17]([CH2:23][C:24]2[CH:25]=[CH:26][C:27]([F:30])=[CH:28][CH:29]=2)[C:18]([CH2:21][NH:22][CH2:1][C:3]2[N:8]=[C:7]([CH3:9])[CH:6]=[C:5]([C:10]([O:12][CH3:13])=[O:11])[CH:4]=2)=[N:19][N:20]=1)[CH3:15]. (3) Given the reactants F[C:2]1[CH:9]=[CH:8][C:5]([CH:6]=[O:7])=[CH:4][CH:3]=1.[CH:10]([C:13]1[CH:18]=[CH:17][CH:16]=[CH:15][C:14]=1[OH:19])([CH3:12])[CH3:11].C(=O)([O-])[O-].[K+].[K+], predict the reaction product. The product is: [CH:10]([C:13]1[CH:18]=[CH:17][CH:16]=[CH:15][C:14]=1[O:19][C:2]1[CH:9]=[CH:8][C:5]([CH:6]=[O:7])=[CH:4][CH:3]=1)([CH3:12])[CH3:11]. (4) Given the reactants Br[C:2]1[CH:10]=[CH:9][CH:8]=[C:7]2[C:3]=1[CH2:4][N:5]([CH2:12][CH:13]=[CH:14][B:15]1[O:19][C:18]([CH3:21])([CH3:20])[C:17]([CH3:23])([CH3:22])[O:16]1)[C:6]2=[O:11].C([Sn](CCCC)(CCCC)[C:29]1[O:30][CH:31]=[CH:32][N:33]=1)CCC, predict the reaction product. The product is: [O:30]1[CH:31]=[CH:32][N:33]=[C:29]1[C:2]1[CH:10]=[CH:9][CH:8]=[C:7]2[C:3]=1[CH2:4][N:5]([CH2:12][CH:13]=[CH:14][B:15]1[O:19][C:18]([CH3:21])([CH3:20])[C:17]([CH3:23])([CH3:22])[O:16]1)[C:6]2=[O:11]. (5) Given the reactants Br[C:2]1[CH:3]=[C:4]([N:8]2[C:16]3[CH:15]=[CH:14][C:13]([CH3:17])=[CH:12][C:11]=3[C:10]3[CH2:18][N:19]([CH3:22])[CH2:20][CH2:21][C:9]2=3)[CH:5]=[CH:6][CH:7]=1.[F:23][C:24]1[CH:29]=[CH:28][C:27](B2OC(C)(C)C(C)(C)O2)=[CH:26][N:25]=1.C([O-])([O-])=O.[K+].[K+].O, predict the reaction product. The product is: [F:23][C:24]1[N:25]=[CH:26][C:27]([C:2]2[CH:3]=[C:4]([N:8]3[C:16]4[CH:15]=[CH:14][C:13]([CH3:17])=[CH:12][C:11]=4[C:10]4[CH2:18][N:19]([CH3:22])[CH2:20][CH2:21][C:9]3=4)[CH:5]=[CH:6][CH:7]=2)=[CH:28][CH:29]=1.